This data is from Peptide-MHC class I binding affinity with 185,985 pairs from IEDB/IMGT. The task is: Regression. Given a peptide amino acid sequence and an MHC pseudo amino acid sequence, predict their binding affinity value. This is MHC class I binding data. (1) The peptide sequence is VPGLPGTVL. The MHC is HLA-A69:01 with pseudo-sequence HLA-A69:01. The binding affinity (normalized) is 0.0847. (2) The peptide sequence is YVFPVIFSR. The MHC is HLA-B14:02 with pseudo-sequence HLA-B14:02. The binding affinity (normalized) is 0.102. (3) The peptide sequence is DTVNRTHQY. The MHC is HLA-A02:12 with pseudo-sequence HLA-A02:12. The binding affinity (normalized) is 0.0847. (4) The peptide sequence is YTCNKPYTA. The MHC is HLA-A68:02 with pseudo-sequence HLA-A68:02. The binding affinity (normalized) is 0.275. (5) The peptide sequence is ELDEIGEDV. The MHC is HLA-A02:03 with pseudo-sequence HLA-A02:03. The binding affinity (normalized) is 0.213. (6) The peptide sequence is IEPSNEEKI. The MHC is HLA-A02:02 with pseudo-sequence HLA-A02:02. The binding affinity (normalized) is 0.380. (7) The peptide sequence is VFCQVIKL. The MHC is H-2-Db with pseudo-sequence H-2-Db. The binding affinity (normalized) is 0.128. (8) The peptide sequence is APGKSLGTL. The MHC is HLA-A66:01 with pseudo-sequence HLA-A66:01. The binding affinity (normalized) is 0.213. (9) The peptide sequence is RQLLWRYQI. The MHC is HLA-C04:01 with pseudo-sequence HLA-C04:01. The binding affinity (normalized) is 0.213. (10) The peptide sequence is TVYYGVPVWK. The MHC is HLA-A11:01 with pseudo-sequence HLA-A11:01. The binding affinity (normalized) is 0.855.